Dataset: Full USPTO retrosynthesis dataset with 1.9M reactions from patents (1976-2016). Task: Predict the reactants needed to synthesize the given product. (1) Given the product [CH3:1][O:2][C:3]1[CH:8]=[CH:7][C:6]([O:9][CH3:10])=[CH:5][C:4]=1[CH:11]1[CH2:15][CH2:14][CH2:13][CH:12]1[CH2:16][CH:17]=[O:38], predict the reactants needed to synthesize it. The reactants are: [CH3:1][O:2][C:3]1[CH:8]=[CH:7][C:6]([O:9][CH3:10])=[CH:5][C:4]=1[CH:11]1[CH2:15][CH2:14][CH2:13][CH:12]1[CH2:16][C:17]#N.[H-].C([Al+]CC(C)C)C(C)C.C1(C)C=CC=CC=1.CC[O:38]CC. (2) Given the product [NH2:13][C:14]1[CH:19]=[CH:18][CH:17]=[CH:16][C:15]=1[S:20][C:2]1[S:6][C:5]([NH:7][C:8](=[O:10])[CH3:9])=[N:4][C:3]=1[C:11]#[N:12], predict the reactants needed to synthesize it. The reactants are: Cl[C:2]1[S:6][C:5]([NH:7][C:8](=[O:10])[CH3:9])=[N:4][C:3]=1[C:11]#[N:12].[NH2:13][C:14]1[CH:19]=[CH:18][CH:17]=[CH:16][C:15]=1[SH:20].C(=O)([O-])[O-].[Cs+].[Cs+]. (3) Given the product [CH3:1][O:20][C:19](=[O:21])[CH2:18][C:14]1[CH:13]=[C:12]2[C:17](=[CH:16][CH:15]=1)[N:8]=[CH:9][CH:10]=[N:11]2, predict the reactants needed to synthesize it. The reactants are: [CH3:1][Si](C=[N+]=[N-])(C)C.[N:8]1[C:17]2[C:12](=[CH:13][C:14]([CH2:18][C:19]([OH:21])=[O:20])=[CH:15][CH:16]=2)[N:11]=[CH:10][CH:9]=1. (4) Given the product [CH2:1]([N:8]1[CH2:13][CH2:12][N:11]([CH:23]2[CH2:22][N:21]([C:14]([O:16][C:17]([CH3:20])([CH3:19])[CH3:18])=[O:15])[CH2:24]2)[CH2:10][CH2:9]1)[C:2]1[CH:3]=[CH:4][CH:5]=[CH:6][CH:7]=1, predict the reactants needed to synthesize it. The reactants are: [CH2:1]([N:8]1[CH2:13][CH2:12][NH:11][CH2:10][CH2:9]1)[C:2]1[CH:7]=[CH:6][CH:5]=[CH:4][CH:3]=1.[C:14]([N:21]1[CH2:24][C:23](=O)[CH2:22]1)([O:16][C:17]([CH3:20])([CH3:19])[CH3:18])=[O:15].C(O)(=O)C. (5) Given the product [CH2:6]([O:13][C:14]1[CH:19]=[CH:18][C:17]([Cl:20])=[CH:16][C:15]=1[B:22]([OH:27])[OH:23])[C:7]1[CH:12]=[CH:11][CH:10]=[CH:9][CH:8]=1, predict the reactants needed to synthesize it. The reactants are: C([Li])CCC.[CH2:6]([O:13][C:14]1[CH:19]=[CH:18][C:17]([Cl:20])=[CH:16][C:15]=1I)[C:7]1[CH:12]=[CH:11][CH:10]=[CH:9][CH:8]=1.[B:22](OC(C)C)([O:27]C(C)C)[O:23]C(C)C.Cl. (6) Given the product [Cl:38][C:39]1[N:44]=[C:12]([C:5]2[CH:4]=[CH:3][C:2]([CH3:1])=[CH:11][C:6]=2[C:7]([O:9][CH3:10])=[O:8])[CH:13]=[CH:41][N:40]=1, predict the reactants needed to synthesize it. The reactants are: [CH3:1][C:2]1[CH:3]=[CH:4][C:5]([C:12]2[CH:13]=NN(C)C=2)=[C:6]([CH:11]=1)[C:7]([O:9][CH3:10])=[O:8].CC1C=CC(B2OC(C)(C)C(C)(C)O2)=C(C=1)C(OC)=O.[Cl:38][C:39]1[N:44]=C(Cl)C=[CH:41][N:40]=1. (7) Given the product [OH:34][CH:33]([C:29]1[CH:28]=[N:27][CH:32]=[CH:31][CH:30]=1)[C:9]([C:6]1[CH:7]=[CH:8][C:3]([S:2][CH3:1])=[CH:4][CH:5]=1)=[O:12], predict the reactants needed to synthesize it. The reactants are: [CH3:1][S:2][C:3]1[CH:8]=[CH:7][C:6]([CH:9]([O:12][Si](C)(C)C)C#N)=[CH:5][CH:4]=1.C[Si](C)(C)[N-][Si](C)(C)C.[Li+].[N:27]1[CH:32]=[CH:31][CH:30]=[C:29]([CH:33]=[O:34])[CH:28]=1.